This data is from Reaction yield outcomes from USPTO patents with 853,638 reactions. The task is: Predict the reaction yield, written as a fraction of the theoretical maximum amount of product (1.0 means a 100% yield; for example, 0.34 means a 34% yield). The reactants are [F:1][C:2]1[C:3]([F:25])=[C:4]2[O:9][CH2:8][C:7]3([CH2:13][CH2:12][O:11][CH2:10]3)[N:6]3[CH:14]=[C:15]([C:20]([O:22][CH2:23][CH3:24])=[O:21])[C:16](=[O:19])[C:17]([CH:18]=1)=[C:5]23.[N+:26]([O-])([O-:28])=[O:27].[K+]. The catalyst is OS(O)(=O)=O. The product is [F:1][C:2]1[C:3]([F:25])=[C:4]2[O:9][CH2:8][C:7]3([CH2:13][CH2:12][O:11][CH2:10]3)[N:6]3[CH:14]=[C:15]([C:20]([O:22][CH2:23][CH3:24])=[O:21])[C:16](=[O:19])[C:17]([C:18]=1[N+:26]([O-:28])=[O:27])=[C:5]23. The yield is 0.980.